From a dataset of Catalyst prediction with 721,799 reactions and 888 catalyst types from USPTO. Predict which catalyst facilitates the given reaction. (1) Product: [N:17]12[CH2:25][CH2:24][CH:21]([CH2:22][CH2:23]1)[N:20]([C:12]([C:10]1[S:11][C:7]([C:1]3[CH:2]=[CH:3][CH:4]=[CH:5][CH:6]=3)=[CH:8][CH:9]=1)=[O:14])[CH2:19][CH2:18]2. Reactant: [C:1]1([C:7]2[S:11][C:10]([C:12]([OH:14])=O)=[CH:9][CH:8]=2)[CH:6]=[CH:5][CH:4]=[CH:3][CH:2]=1.Cl.Cl.[N:17]12[CH2:25][CH2:24][CH:21]([CH2:22][CH2:23]1)[NH:20][CH2:19][CH2:18]2.O.ON1C2C=CC=CC=2N=N1.F[B-](F)(F)F.N1(OC(N(C)C)=[N+](C)C)C2C=CC=CC=2N=N1.C(N(C(C)C)CC)(C)C.[OH-].[Na+]. The catalyst class is: 9. (2) Reactant: [CH3:1][N:2]1[CH:6]=[C:5]([C:7]([OH:9])=O)[CH:4]=[N:3]1.C1(P(C2C=CC=CC=2)C2C=CC=CC=2)C=CC=CC=1.ClN1C(=O)CCC1=O.[CH:37]1([CH2:40][N:41]2[C:49]3[N:48]=[C:47]([CH2:50][C:51]4[CH:56]=[CH:55][C:54]([NH:57][CH3:58])=[CH:53][CH:52]=4)[NH:46][C:45]=3[C:44](=[O:59])[N:43]([CH2:60][C:61]3[CH:66]=[CH:65][CH:64]=[CH:63][C:62]=3[F:67])[C:42]2=[O:68])[CH2:39][CH2:38]1. Product: [CH:37]1([CH2:40][N:41]2[C:49]3[N:48]=[C:47]([CH2:50][C:51]4[CH:52]=[CH:53][C:54]([N:57]([CH3:58])[C:7]([C:5]5[CH:4]=[N:3][N:2]([CH3:1])[CH:6]=5)=[O:9])=[CH:55][CH:56]=4)[NH:46][C:45]=3[C:44](=[O:59])[N:43]([CH2:60][C:61]3[CH:66]=[CH:65][CH:64]=[CH:63][C:62]=3[F:67])[C:42]2=[O:68])[CH2:39][CH2:38]1. The catalyst class is: 4. (3) Reactant: C[CH2:2][N:3]([CH2:6]C)[CH2:4][CH3:5].[C:8]1([S:14](Cl)(=[O:16])=[O:15])[CH:13]=[CH:12][CH:11]=[CH:10][CH:9]=1.[N:18]#[C:19]N.C(O)(C(F)(F)F)=O.BrC#[N:30]. Product: [C:6]([N:3]1[CH2:2][CH:5]([CH2:19][NH:18][S:14]([C:8]2[CH:13]=[CH:12][CH:11]=[CH:10][CH:9]=2)(=[O:16])=[O:15])[CH2:4]1)#[N:30]. The catalyst class is: 91. (4) Reactant: [CH2:1]([N:8](C)[CH:9]1[CH2:14][CH2:13][CH:12]([N:15]2[CH2:27][CH2:26][C:18]3[N:19]=[C:20]([N:23]([CH3:25])[CH3:24])[N:21]=[CH:22][C:17]=3[CH2:16]2)[CH2:11][CH2:10]1)C1C=CC=CC=1.[CH3:41][C:40]([O:39][C:37](O[C:37]([O:39][C:40]([CH3:43])([CH3:42])[CH3:41])=[O:38])=[O:38])([CH3:43])[CH3:42]. Product: [CH3:24][N:23]([CH3:25])[C:20]1[N:21]=[CH:22][C:17]2[CH2:16][N:15]([CH:12]3[CH2:13][CH2:14][CH:9]([N:8]([CH3:1])[C:37](=[O:38])[O:39][C:40]([CH3:41])([CH3:42])[CH3:43])[CH2:10][CH2:11]3)[CH2:27][CH2:26][C:18]=2[N:19]=1. The catalyst class is: 8. (5) The catalyst class is: 2. Product: [Cl:1][C:2]1[C:7]([N:8]2[CH2:13][CH2:12][N:11]([C:14]([C:16]3[C:17]([C:22]4[CH:27]=[CH:26][CH:25]=[CH:24][C:23]=4[OH:28])=[N:18][O:19][C:20]=3[CH3:21])=[O:15])[CH2:10][CH2:9]2)=[CH:6][C:5]([NH:30][C:31](=[O:41])[C:32]2[CH:37]=[CH:36][C:35]([N:38]([CH3:39])[CH3:40])=[CH:34][CH:33]=2)=[C:4]([N+:42]([O-:44])=[O:43])[CH:3]=1. Reactant: [Cl:1][C:2]1[C:7]([N:8]2[CH2:13][CH2:12][N:11]([C:14]([C:16]3[C:17]([C:22]4[CH:27]=[CH:26][CH:25]=[CH:24][C:23]=4[O:28]C)=[N:18][O:19][C:20]=3[CH3:21])=[O:15])[CH2:10][CH2:9]2)=[CH:6][C:5]([NH:30][C:31](=[O:41])[C:32]2[CH:37]=[CH:36][C:35]([N:38]([CH3:40])[CH3:39])=[CH:34][CH:33]=2)=[C:4]([N+:42]([O-:44])=[O:43])[CH:3]=1.B(Br)(Br)Br. (6) Reactant: Cl.[Cl:2][C:3]1[CH:44]=[C:43]([S:45](=[O:65])(=[O:64])[N:46](CC2C=CC(OC)=CC=2OC)[C:47]2[CH:52]=[CH:51][N:50]=[CH:49][N:48]=2)[C:42]([F:66])=[CH:41][C:4]=1[O:5][C:6]1[CH:11]=[CH:10][C:9]([C:12]2[CH:17]=[CH:16][C:15]([C:18]([F:21])([F:20])[F:19])=[CH:14][CH:13]=2)=[CH:8][C:7]=1[C:22]1[CH:27]=[CH:26][N:25]=[C:24]([N:28]2[CH2:33][CH2:32][N:31](C(OC(C)(C)C)=O)[CH2:30][CH2:29]2)[CH:23]=1. Product: [ClH:2].[Cl:2][C:3]1[C:4]([O:5][C:6]2[CH:11]=[CH:10][C:9]([C:12]3[CH:17]=[CH:16][C:15]([C:18]([F:19])([F:20])[F:21])=[CH:14][CH:13]=3)=[CH:8][C:7]=2[C:22]2[CH:27]=[CH:26][N:25]=[C:24]([N:28]3[CH2:29][CH2:30][NH:31][CH2:32][CH2:33]3)[CH:23]=2)=[CH:41][C:42]([F:66])=[C:43]([S:45]([NH:46][C:47]2[CH:52]=[CH:51][N:50]=[CH:49][N:48]=2)(=[O:65])=[O:64])[CH:44]=1. The catalyst class is: 169. (7) Reactant: [CH:1]1([O:4][C:5]2[CH:6]=[C:7]([C:15]3[N:24](COCC[Si](C)(C)C)[C:18]4[CH:19]=[N:20][NH:21][C:22](=[O:23])[C:17]=4[C:16]=3[CH2:33][O:34][CH2:35][CH:36]3[CH2:38][CH2:37]3)[CH:8]=[CH:9][C:10]=2[O:11][CH:12]([F:14])[F:13])[CH2:3][CH2:2]1.C1(OC2C=C(C3N(COCC[Si](C)(C)C)C4C=NNC(=O)C=4C=3)C=CC=2OC(F)F)CC1. Product: [CH:1]1([O:4][C:5]2[CH:6]=[C:7]([C:15]3[NH:24][C:18]4[CH:19]=[N:20][NH:21][C:22](=[O:23])[C:17]=4[C:16]=3[CH2:33][O:34][CH2:35][CH:36]3[CH2:38][CH2:37]3)[CH:8]=[CH:9][C:10]=2[O:11][CH:12]([F:13])[F:14])[CH2:3][CH2:2]1. The catalyst class is: 13.